From a dataset of Full USPTO retrosynthesis dataset with 1.9M reactions from patents (1976-2016). Predict the reactants needed to synthesize the given product. (1) Given the product [Br:33][CH2:14][C:8]1[CH:7]=[CH:6][C:5]2[C:10](=[CH:11][CH:12]=[CH:13][C:4]=2[N+:1]([O-:3])=[O:2])[N:9]=1, predict the reactants needed to synthesize it. The reactants are: [N+:1]([C:4]1[CH:13]=[CH:12][CH:11]=[C:10]2[C:5]=1[CH:6]=[CH:7][C:8]([CH3:14])=[N:9]2)([O-:3])=[O:2].C(OOC(=O)C1C=CC=CC=1)(=O)C1C=CC=CC=1.[Br:33]N1C(=O)CCC1=O. (2) Given the product [F:41][C:2]1([F:1])[O:6][C:5]2[CH:7]=[CH:8][C:9]([C:11]3([C:14]([NH:16][C@H:17]4[C:26]5[C:21](=[CH:22][C:23]([C:27]([F:29])([F:30])[F:28])=[CH:24][CH:25]=5)[O:20][C@@H:19]([C:31]5[CH:32]=[C:33]([CH:38]=[CH:39][CH:40]=5)[C:34]([OH:36])=[O:35])[CH2:18]4)=[O:15])[CH2:12][CH2:13]3)=[CH:10][C:4]=2[O:3]1, predict the reactants needed to synthesize it. The reactants are: [F:1][C:2]1([F:41])[O:6][C:5]2[CH:7]=[CH:8][C:9]([C:11]3([C:14]([NH:16][C@H:17]4[C:26]5[C:21](=[CH:22][C:23]([C:27]([F:30])([F:29])[F:28])=[CH:24][CH:25]=5)[O:20][C@@H:19]([C:31]5[CH:32]=[C:33]([CH:38]=[CH:39][CH:40]=5)[C:34]([O:36]C)=[O:35])[CH2:18]4)=[O:15])[CH2:13][CH2:12]3)=[CH:10][C:4]=2[O:3]1.[OH-].[Na+].